The task is: Predict the reactants needed to synthesize the given product.. This data is from Full USPTO retrosynthesis dataset with 1.9M reactions from patents (1976-2016). (1) Given the product [Cl:1][C:2]1[C:10]([NH:11][S:12]([C:15]2[S:16][CH:17]=[CH:18][CH:19]=2)(=[O:14])=[O:13])=[C:9]2[C:5]([CH:6]=[C:7]([C:20]([OH:22])=[O:21])[NH:8]2)=[CH:4][CH:3]=1, predict the reactants needed to synthesize it. The reactants are: [Cl:1][C:2]1[C:10]([NH:11][S:12]([C:15]2[S:16][CH:17]=[CH:18][CH:19]=2)(=[O:14])=[O:13])=[C:9]2[C:5]([CH:6]=[C:7]([C:20]([O:22]CC)=[O:21])[NH:8]2)=[CH:4][CH:3]=1.[OH-].[Na+].O1CCCC1. (2) Given the product [NH2:20][CH2:19][CH2:18][CH2:17][N:4]1[C:3]([CH2:2][O:1][CH2:39][C:40]2[CH:45]=[CH:44][CH:43]=[CH:42][CH:41]=2)=[CH:7][S:6][C:5]1=[N:8][C:9]1[CH:14]=[CH:13][C:12]([O:15][CH3:16])=[CH:11][N:10]=1, predict the reactants needed to synthesize it. The reactants are: [OH:1][CH2:2][C:3]1[N:4]([CH2:17][CH2:18][CH2:19][NH:20]C(=O)OC(C)(C)C)[C:5](=[N:8][C:9]2[CH:14]=[CH:13][C:12]([O:15][CH3:16])=[CH:11][N:10]=2)[S:6][CH:7]=1.NCCCN1C(CO[CH2:39][C:40]2[CH:45]=[CH:44][CH:43]=[CH:42][CH:41]=2)=CSC1=NC1C=CC(OC(F)(F)F)=CC=1.Cl.